Dataset: Reaction yield outcomes from USPTO patents with 853,638 reactions. Task: Predict the reaction yield, written as a fraction of the theoretical maximum amount of product (1.0 means a 100% yield; for example, 0.34 means a 34% yield). The reactants are [NH2:1][C:2]1[N:6]([CH2:7][CH2:8][C:9]2[CH:14]=[CH:13][CH:12]=[CH:11][CH:10]=2)[N:5]=[CH:4][C:3]=1[C:15]([OH:17])=O.[NH2:18][C:19](N)=[O:20]. The catalyst is O. The product is [OH:20][C:19]1[N:1]=[C:2]2[N:6]([CH2:7][CH2:8][C:9]3[CH:10]=[CH:11][CH:12]=[CH:13][CH:14]=3)[N:5]=[CH:4][C:3]2=[C:15]([OH:17])[N:18]=1. The yield is 1.05.